This data is from Full USPTO retrosynthesis dataset with 1.9M reactions from patents (1976-2016). The task is: Predict the reactants needed to synthesize the given product. (1) Given the product [C:1]([O:5][C:6]([N:8]1[CH2:13][CH2:12][CH:11]([CH2:14][N:15]([CH3:16])[CH2:29][C:27]2[CH:26]=[CH:25][N:24]=[C:23]([C:20]3[CH:19]=[CH:18][N:17]=[CH:22][CH:21]=3)[N:28]=2)[CH2:10][CH2:9]1)=[O:7])([CH3:4])([CH3:3])[CH3:2], predict the reactants needed to synthesize it. The reactants are: [C:1]([O:5][C:6]([N:8]1[CH2:13][CH2:12][CH:11]([CH2:14][NH:15][CH3:16])[CH2:10][CH2:9]1)=[O:7])([CH3:4])([CH3:3])[CH3:2].[N:17]1[CH:22]=[CH:21][C:20]([C:23]2[N:28]=[C:27]([CH:29]=O)[CH:26]=[CH:25][N:24]=2)=[CH:19][CH:18]=1.[BH-](OC(C)=O)(OC(C)=O)OC(C)=O.[Na+]. (2) Given the product [Cl:1][C:2]1[C:7]([Cl:8])=[CH:6][CH:5]=[CH:4][C:3]=1[C:9]([N:11]1[CH2:12][CH2:13][N:14]2[C:26]([C:21]3[CH:22]=[N:23][CH:24]=[CH:25][N:20]=3)=[N:28][N:29]=[C:15]2[CH2:16]1)=[O:10], predict the reactants needed to synthesize it. The reactants are: [Cl:1][C:2]1[C:7]([Cl:8])=[CH:6][CH:5]=[CH:4][C:3]=1[C:9]([N:11]1[CH2:16][C:15](OCC)=[N:14][CH2:13][CH2:12]1)=[O:10].[N:20]1[CH:25]=[CH:24][N:23]=[CH:22][C:21]=1[C:26]([NH:28][NH2:29])=O. (3) Given the product [Cl-:13].[Cl-:13].[Cl-:13].[N:11]1[C:12]2[C:7](=[CH:6][CH:5]=[CH:4][C:3]=2[O:2][Nb+3:22][CH:17]2[CH:21]=[CH:20][CH:19]=[CH:18]2)[CH:8]=[CH:9][CH:10]=1, predict the reactants needed to synthesize it. The reactants are: [Li].[OH:2][C:3]1[CH:4]=[CH:5][CH:6]=[C:7]2[C:12]=1[N:11]=[CH:10][CH:9]=[CH:8]2.[Cl-:13].[Cl-].[Cl-].[Cl-].[CH:17]1([Nb+4:22])[CH:21]=[CH:20][CH:19]=[CH:18]1. (4) Given the product [F:29][C:30]([F:45])([F:44])[C:31]1[CH:32]=[C:33]([C:34]([N:8]2[CH2:13][CH2:12][C@H:11]([N:26]3[CH2:27][CH2:28][N:23]([CH3:22])[CH2:24][CH2:25]3)[C@H:10]([C:15]3[CH:20]=[CH:19][CH:18]=[CH:17][C:16]=3[CH3:21])[CH2:9]2)=[O:35])[CH:37]=[C:38]([C:40]([F:43])([F:42])[F:41])[CH:39]=1, predict the reactants needed to synthesize it. The reactants are: C([N:8]1[CH2:13][CH2:12][C:11](=O)[CH:10]([C:15]2[CH:20]=[CH:19][CH:18]=[CH:17][C:16]=2[CH3:21])[CH2:9]1)C1C=CC=CC=1.[CH3:22][N:23]1[CH2:28][CH2:27][NH:26][CH2:25][CH2:24]1.[F:29][C:30]([F:45])([F:44])[C:31]1[CH:32]=[C:33]([CH:37]=[C:38]([C:40]([F:43])([F:42])[F:41])[CH:39]=1)[C:34](Cl)=[O:35]. (5) Given the product [Cl:25][C:26]1[CH:31]=[C:30]([O:32][CH3:33])[CH:29]=[CH:28][C:27]=1[C:5]1[C:4]([C:3]([OH:2])=[O:24])=[CH:9][C:8]([C:10]2[S:11][CH:12]=[C:13]([C:15]3[CH:20]=[CH:19][C:18]([Cl:21])=[C:17]([Cl:22])[CH:16]=3)[N:14]=2)=[CH:7][CH:6]=1, predict the reactants needed to synthesize it. The reactants are: C[O:2][C:3](=[O:24])[C:4]1[CH:9]=[C:8]([C:10]2[S:11][CH:12]=[C:13]([C:15]3[CH:20]=[CH:19][C:18]([Cl:21])=[C:17]([Cl:22])[CH:16]=3)[N:14]=2)[CH:7]=[CH:6][C:5]=1Br.[Cl:25][C:26]1[CH:31]=[C:30]([O:32][CH3:33])[CH:29]=[CH:28][C:27]=1B(O)O. (6) Given the product [Br:28][C:11]1[CH:10]=[C:5]([C:6]([O:8][CH3:9])=[O:7])[C:4]2[NH:1][C:15]3[CH:16]=[C:17]([C:20]([N:22]4[CH2:27][CH2:26][O:25][CH2:24][CH2:23]4)=[O:21])[CH:18]=[CH:19][C:14]=3[C:13]=2[N:12]=1, predict the reactants needed to synthesize it. The reactants are: [N:1]([C:4]1[C:13]([C:14]2[CH:19]=[CH:18][C:17]([C:20]([N:22]3[CH2:27][CH2:26][O:25][CH2:24][CH2:23]3)=[O:21])=[CH:16][CH:15]=2)=[N:12][C:11]([Br:28])=[CH:10][C:5]=1[C:6]([O:8][CH3:9])=[O:7])=[N+]=[N-]. (7) Given the product [C:1]([C:5]1[CH:13]=[C:12]2[C:8](=[C:7]([C:16]3[CH:17]=[CH:18][CH:19]=[CH:20][CH:21]=3)[C:6]=1[O:22][CH2:23][CH:24]([CH3:26])[CH3:25])[CH2:9][C:10]([CH3:15])=[CH:11]2)([CH3:2])([CH3:3])[CH3:4], predict the reactants needed to synthesize it. The reactants are: [C:1]([C:5]1[CH:13]=[C:12]2[C:8]([CH2:9][CH:10]([CH3:15])[C:11]2=O)=[C:7]([C:16]2[CH:21]=[CH:20][CH:19]=[CH:18][CH:17]=2)[C:6]=1[O:22][CH2:23][CH:24]([CH3:26])[CH3:25])([CH3:4])([CH3:3])[CH3:2].[BH4-].[Na+].CO.CC1C=CC(S(O)(=O)=O)=CC=1.